This data is from Peptide-MHC class II binding affinity with 134,281 pairs from IEDB. The task is: Regression. Given a peptide amino acid sequence and an MHC pseudo amino acid sequence, predict their binding affinity value. This is MHC class II binding data. (1) The peptide sequence is PAVLQSSGLYSLSSVVTVPSSSLGTQ. The MHC is DRB1_0101 with pseudo-sequence DRB1_0101. The binding affinity (normalized) is 0.342. (2) The peptide sequence is AFKVAATAANAWPAN. The binding affinity (normalized) is 0.775. The MHC is DRB1_0901 with pseudo-sequence DRB1_0901. (3) The peptide sequence is WKTWGKNLVFSPGRK. The MHC is HLA-DQA10201-DQB10402 with pseudo-sequence HLA-DQA10201-DQB10402. The binding affinity (normalized) is 0.589. (4) The peptide sequence is QVCYNFKVQFLFSSM. The MHC is DRB1_0701 with pseudo-sequence DRB1_0701. The binding affinity (normalized) is 0.418. (5) The peptide sequence is RCALHWFPGSHLLHV. The MHC is HLA-DPA10103-DPB10401 with pseudo-sequence HLA-DPA10103-DPB10401. The binding affinity (normalized) is 0.416. (6) The MHC is HLA-DQA10501-DQB10303 with pseudo-sequence HLA-DQA10501-DQB10303. The peptide sequence is CEHLEDGIYGIFQST. The binding affinity (normalized) is 0.286. (7) The peptide sequence is LNIKLNMPLYIAGNK. The MHC is DRB3_0202 with pseudo-sequence DRB3_0202. The binding affinity (normalized) is 0.718. (8) The peptide sequence is EKKRFAATQFEPLAA. The MHC is HLA-DQA10501-DQB10201 with pseudo-sequence HLA-DQA10501-DQB10201. The binding affinity (normalized) is 0.481. (9) The peptide sequence is LVVLSELPDFLAKKG. The MHC is DRB5_0101 with pseudo-sequence DRB5_0101. The binding affinity (normalized) is 0.459.